Regression. Given a peptide amino acid sequence and an MHC pseudo amino acid sequence, predict their binding affinity value. This is MHC class II binding data. From a dataset of Peptide-MHC class II binding affinity with 134,281 pairs from IEDB. The peptide sequence is GEGQIVDKIDAAFKI. The MHC is DRB1_0101 with pseudo-sequence DRB1_0101. The binding affinity (normalized) is 0.508.